This data is from Forward reaction prediction with 1.9M reactions from USPTO patents (1976-2016). The task is: Predict the product of the given reaction. (1) Given the reactants [OH:1][C:2]([CH3:35])([CH3:34])[CH2:3][C@@:4]1([C:28]2[CH:33]=[CH:32][CH:31]=[CH:30][CH:29]=2)[O:9][C:8](=[O:10])[N:7]([C@H:11]([C:13]2[CH:18]=[CH:17][C:16](B3OC(C)(C)C(C)(C)O3)=[CH:15][CH:14]=2)[CH3:12])[CH2:6][CH2:5]1.Br[C:37]1[CH:38]=[CH:39][C:40](=[O:44])[N:41]([CH3:43])[CH:42]=1, predict the reaction product. The product is: [OH:1][C:2]([CH3:34])([CH3:35])[CH2:3][C@@:4]1([C:28]2[CH:33]=[CH:32][CH:31]=[CH:30][CH:29]=2)[O:9][C:8](=[O:10])[N:7]([C@H:11]([C:13]2[CH:14]=[CH:15][C:16]([C:37]3[CH:38]=[CH:39][C:40](=[O:44])[N:41]([CH3:43])[CH:42]=3)=[CH:17][CH:18]=2)[CH3:12])[CH2:6][CH2:5]1. (2) Given the reactants C([O:4][CH2:5][C:6]1[CH:11]=[CH:10][CH:9]=[CH:8][C:7]=1[N+:12]([O-:14])=[O:13])(=O)C.[OH-].[K+].Cl, predict the reaction product. The product is: [N+:12]([C:7]1[CH:8]=[CH:9][CH:10]=[CH:11][C:6]=1[CH2:5][OH:4])([O-:14])=[O:13].